This data is from Forward reaction prediction with 1.9M reactions from USPTO patents (1976-2016). The task is: Predict the product of the given reaction. Given the reactants [CH2:1]([O:17][C:18]([NH:20][C:21]1[CH:29]=[CH:28][C:27]([CH3:30])=[CH:26][C:22]=1[C:23]([OH:25])=[O:24])=O)[CH2:2][CH2:3][CH2:4][CH2:5][CH2:6][CH2:7][CH2:8][CH2:9][CH2:10][CH2:11][CH2:12][CH2:13][CH2:14][CH2:15][CH3:16].ClC(OCC)=O, predict the reaction product. The product is: [CH2:1]([O:17][C:18]1[O:24][C:23](=[O:25])[C:22]2[CH:26]=[C:27]([CH3:30])[CH:28]=[CH:29][C:21]=2[N:20]=1)[CH2:2][CH2:3][CH2:4][CH2:5][CH2:6][CH2:7][CH2:8][CH2:9][CH2:10][CH2:11][CH2:12][CH2:13][CH2:14][CH2:15][CH3:16].